This data is from Reaction yield outcomes from USPTO patents with 853,638 reactions. The task is: Predict the reaction yield, written as a fraction of the theoretical maximum amount of product (1.0 means a 100% yield; for example, 0.34 means a 34% yield). (1) The reactants are [CH3:1][C:2]([CH3:60])([CH2:10][C:11]([O:13][C@H:14]1[CH2:31][CH2:30][C@@:29]2([CH3:32])[C@@H:16]([CH2:17][CH2:18][C@:19]3([CH3:57])[C@@H:28]2[CH2:27][CH2:26][C@H:25]2[C@@:20]3([CH3:56])[CH2:21][CH2:22][C@@:23]3(/[CH:40]=[C:41](\[CH3:55])/[C:42]([NH:44][C:45]4([C:48]5[N:53]=[CH:52][C:51]([Cl:54])=[CH:50][N:49]=5)[CH2:47][CH2:46]4)=[O:43])[CH2:35][C:34](=[O:36])[C:33]([CH:37]([CH3:39])[CH3:38])=[C:24]32)[C:15]1([CH3:59])[CH3:58])=[O:12])[C:3]([O:5]C(C)(C)C)=[O:4].C(O)(C(F)(F)F)=O.CC#N.O. The catalyst is C(Cl)Cl. The product is [Cl:54][C:51]1[CH:52]=[N:53][C:48]([C:45]2([NH:44][C:42](=[O:43])/[C:41](/[CH3:55])=[CH:40]/[C@:23]34[CH2:35][C:34](=[O:36])[C:33]([CH:37]([CH3:38])[CH3:39])=[C:24]3[C@@H:25]3[C@@:20]([CH3:56])([CH2:21][CH2:22]4)[C@@:19]4([CH3:57])[C@@H:28]([C@:29]5([CH3:32])[C@@H:16]([CH2:17][CH2:18]4)[C:15]([CH3:58])([CH3:59])[C@@H:14]([O:13][C:11](=[O:12])[CH2:10][C:2]([CH3:1])([CH3:60])[C:3]([OH:5])=[O:4])[CH2:31][CH2:30]5)[CH2:27][CH2:26]3)[CH2:47][CH2:46]2)=[N:49][CH:50]=1. The yield is 0.504. (2) The reactants are [NH2:1][C:2]1[CH:7]=[CH:6][C:5]([OH:8])=[C:4]([Cl:9])[CH:3]=1.Cl[C:11]1[C:20]2[C:15](=[CH:16][CH:17]=[CH:18][C:19]=2[F:21])[N:14]=[CH:13][N:12]=1. The catalyst is C(O)(C)C. The product is [Cl:9][C:4]1[CH:3]=[C:2]([NH:1][C:11]2[C:20]3[C:15](=[CH:16][CH:17]=[CH:18][C:19]=3[F:21])[N:14]=[CH:13][N:12]=2)[CH:7]=[CH:6][C:5]=1[OH:8]. The yield is 0.850.